This data is from Reaction yield outcomes from USPTO patents with 853,638 reactions. The task is: Predict the reaction yield, written as a fraction of the theoretical maximum amount of product (1.0 means a 100% yield; for example, 0.34 means a 34% yield). (1) The reactants are [O:1]1[C:6]2[CH:7]=[CH:8][C:9]([C:11]3[C:16]([F:17])=[CH:15][CH:14]=[C:13]([C:18]([F:21])([F:20])[F:19])[C:12]=3[C:22](=[O:27])[C:23]([O:25][CH3:26])=[O:24])=[CH:10][C:5]=2[CH2:4][CH2:3][CH2:2]1.[BH4-].[Na+].O. The catalyst is COCCOC. The product is [O:1]1[C:6]2[CH:7]=[CH:8][C:9]([C:11]3[C:16]([F:17])=[CH:15][CH:14]=[C:13]([C:18]([F:19])([F:20])[F:21])[C:12]=3[CH:22]([OH:27])[C:23]([O:25][CH3:26])=[O:24])=[CH:10][C:5]=2[CH2:4][CH2:3][CH2:2]1. The yield is 0.830. (2) The reactants are [F:1][C:2]1[CH:3]=[C:4]([CH:9]2[CH2:13][CH2:12][CH2:11][C:10]2=[O:14])[CH:5]=[C:6]([F:8])[CH:7]=1.[C:15](Cl)([N:17]=[C:18]=[O:19])=[O:16]. The catalyst is C(OCC)(=O)C. The product is [F:1][C:2]1[CH:3]=[C:4]([CH:9]2[C:10]3[O:14][C:18](=[O:19])[NH:17][C:15](=[O:16])[C:11]=3[CH2:12][CH2:13]2)[CH:5]=[C:6]([F:8])[CH:7]=1. The yield is 0.109.